From a dataset of Reaction yield outcomes from USPTO patents with 853,638 reactions. Predict the reaction yield, written as a fraction of the theoretical maximum amount of product (1.0 means a 100% yield; for example, 0.34 means a 34% yield). (1) The reactants are [Cl:1][C:2]1[C:11]2[C:6](=[CH:7][CH:8]=[CH:9][CH:10]=2)[N:5]=[C:4]([C:12]([O:14]CC)=O)[CH:3]=1.[F:17][C:18]1[CH:23]=[CH:22][C:21]([Mg]Br)=[CH:20][CH:19]=1.C(OCC)C. The catalyst is C1COCC1. The product is [Cl:1][C:2]1[C:11]2[C:6](=[CH:7][CH:8]=[CH:9][CH:10]=2)[N:5]=[C:4]([C:12]([C:21]2[CH:22]=[CH:23][C:18]([F:17])=[CH:19][CH:20]=2)=[O:14])[CH:3]=1. The yield is 0.960. (2) The reactants are [F:1][C:2]1[C:3]([NH:23][C:24]2[CH:29]=[CH:28][C:27]([I:30])=[CH:26][C:25]=2[F:31])=[C:4]([C:9]([N:11]2[CH2:14][CH:13]([NH:15]C(=O)OC(C)(C)C)[CH2:12]2)=[O:10])[CH:5]=[CH:6][C:7]=1[F:8].FC(F)(F)C(O)=O. The catalyst is ClCCl. The product is [F:1][C:2]1[C:3]([NH:23][C:24]2[CH:29]=[CH:28][C:27]([I:30])=[CH:26][C:25]=2[F:31])=[C:4]([C:9]([N:11]2[CH2:14][CH:13]([NH2:15])[CH2:12]2)=[O:10])[CH:5]=[CH:6][C:7]=1[F:8]. The yield is 0.950.